From a dataset of Reaction yield outcomes from USPTO patents with 853,638 reactions. Predict the reaction yield, written as a fraction of the theoretical maximum amount of product (1.0 means a 100% yield; for example, 0.34 means a 34% yield). (1) The reactants are [NH2:1][C:2]1[N:7]=[C:6]([CH2:8][OH:9])[CH:5]=[CH:4][N:3]=1.[N+:10]([C:13]1[C:22]2[C:17](=[CH:18][CH:19]=[CH:20][CH:21]=2)[C:16](O)=[CH:15][CH:14]=1)([O-:12])=[O:11].C1C=CC(P(C2C=CC=CC=2)C2C=CC=CC=2)=CC=1.CC(OC(/N=N/C(OC(C)C)=O)=O)C. The catalyst is C1COCC1. The product is [N+:10]([C:13]1[C:22]2[C:17](=[CH:18][CH:19]=[CH:20][CH:21]=2)[C:16]([O:9][CH2:8][C:6]2[CH:5]=[CH:4][N:3]=[C:2]([NH2:1])[N:7]=2)=[CH:15][CH:14]=1)([O-:12])=[O:11]. The yield is 0.930. (2) The reactants are [N+:1]([C:4]1[CH:5]=[C:6]([N:17]2[CH2:22][CH2:21][NH:20][CH2:19][CH2:18]2)[CH:7]=[CH:8][C:9]=1[S:10][C:11]1[CH:16]=[CH:15][CH:14]=[CH:13][CH:12]=1)([O-:3])=[O:2].[OH-].[Na+].[C:25](O[C:25]([O:27][C:28]([CH3:31])([CH3:30])[CH3:29])=[O:26])([O:27][C:28]([CH3:31])([CH3:30])[CH3:29])=[O:26].Cl. The catalyst is C1COCC1.O.CCOC(C)=O. The product is [N+:1]([C:4]1[CH:5]=[C:6]([N:17]2[CH2:22][CH2:21][N:20]([C:25]([O:27][C:28]([CH3:31])([CH3:30])[CH3:29])=[O:26])[CH2:19][CH2:18]2)[CH:7]=[CH:8][C:9]=1[S:10][C:11]1[CH:12]=[CH:13][CH:14]=[CH:15][CH:16]=1)([O-:3])=[O:2]. The yield is 0.850. (3) The reactants are [H-].[Na+].[C:3]([O:7][C:8]([N:10]1[CH2:28][CH2:27][C:13]2([N:17]([CH2:18][C:19]3[CH:24]=[CH:23][C:22]([F:25])=[CH:21][CH:20]=3)[NH:16][C:15](=[O:26])[CH2:14]2)[CH2:12][CH2:11]1)=[O:9])([CH3:6])([CH3:5])[CH3:4].[CH2:29]([O:33][C:34]1[CH:41]=[CH:40][C:37]([CH2:38]Br)=[CH:36][CH:35]=1)[CH:30]([CH3:32])[CH3:31]. The catalyst is CN(C=O)C. The product is [C:3]([O:7][C:8]([N:10]1[CH2:28][CH2:27][C:13]2([N:17]([CH2:18][C:19]3[CH:24]=[CH:23][C:22]([F:25])=[CH:21][CH:20]=3)[N:16]([CH2:38][C:37]3[CH:40]=[CH:41][C:34]([O:33][CH2:29][CH:30]([CH3:32])[CH3:31])=[CH:35][CH:36]=3)[C:15](=[O:26])[CH2:14]2)[CH2:12][CH2:11]1)=[O:9])([CH3:6])([CH3:4])[CH3:5]. The yield is 0.500. (4) The reactants are [CH2:1]([O:3][C:4]1([CH2:15][OH:16])[CH2:9][O:8][C:7]([O:12][CH2:13][CH3:14])([CH2:10][OH:11])[CH2:6][O:5]1)[CH3:2].[OH-].[K+].Br[CH2:20][CH2:21][CH2:22][CH2:23][CH2:24][CH2:25][CH3:26].O. The catalyst is C1(C)C=CC=CC=1. The product is [CH2:1]([O:3][C:4]1([CH2:15][O:16][CH2:20][CH2:21][CH2:22][CH2:23][CH2:24][CH2:25][CH3:26])[CH2:9][O:8][C:7]([O:12][CH2:13][CH3:14])([CH2:10][O:11][CH2:20][CH2:21][CH2:22][CH2:23][CH2:24][CH2:25][CH3:26])[CH2:6][O:5]1)[CH3:2]. The yield is 0.740. (5) The reactants are [CH2:1]([NH3+:3])[CH3:2].[C:4]([O:8][C:9]([NH:11][C@@H:12]([C@H:16]([OH:18])[CH3:17])[C:13]([O-:15])=O)=[O:10])([CH3:7])(C)C.[CH2:19]([NH3+])[CH3:20].C1C=CC2N(O)N=NC=2C=1.C1CCC(N=C=NC2CCCCC2)CC1. The catalyst is C(Cl)Cl. The product is [CH2:1]([NH:3][C:13](=[O:15])[C@@H:12]([NH:11][C:9](=[O:10])[O:8][CH2:4][CH2:7][CH2:19][CH3:20])[C@H:16]([OH:18])[CH3:17])[CH3:2]. The yield is 0.892. (6) The reactants are [F:1][C:2]1[CH:7]=[CH:6][C:5]([CH:8]([C:15]2[CH:20]=[CH:19][C:18]([F:21])=[CH:17][CH:16]=2)[N:9]2[CH2:14][CH2:13][NH:12][CH2:11][CH2:10]2)=[CH:4][CH:3]=1.[Cl:22][CH2:23][CH2:24][O:25][CH2:26][C:27]([NH2:29])=[O:28].C(=O)([O-])[O-].[Na+].[Na+]. The catalyst is C1(C)C(C)=CC=CC=1. The product is [ClH:22].[ClH:22].[F:21][C:18]1[CH:19]=[CH:20][C:15]([CH:8]([C:5]2[CH:4]=[CH:3][C:2]([F:1])=[CH:7][CH:6]=2)[N:9]2[CH2:10][CH2:11][N:12]([CH2:23][CH2:24][O:25][CH2:26][C:27]([NH2:29])=[O:28])[CH2:13][CH2:14]2)=[CH:16][CH:17]=1. The yield is 0.900. (7) No catalyst specified. The reactants are CO[C:3]1[C:4](=[O:10])[C:5](=[O:9])[C:6]=1[O:7][CH3:8].[CH3:11][Si:12]([CH3:29])([CH3:28])[CH2:13][CH2:14][O:15][CH2:16][NH:17][CH2:18][C@@H:19]([NH2:27])[CH2:20][CH:21]1[CH2:26][CH2:25][CH2:24][CH2:23][CH2:22]1.C(N(CC)CC)C.C[OH:38]. The product is [CH:21]1([CH2:20][C@H:19]([NH:27][C:3]2[C:4](=[O:10])[C:5](=[O:9])[C:6]=2[O:7][CH3:8])[CH2:18][NH:17][C:16](=[O:38])[O:15][CH2:14][CH2:13][Si:12]([CH3:28])([CH3:11])[CH3:29])[CH2:22][CH2:23][CH2:24][CH2:25][CH2:26]1. The yield is 0.800.